From a dataset of NCI-60 drug combinations with 297,098 pairs across 59 cell lines. Regression. Given two drug SMILES strings and cell line genomic features, predict the synergy score measuring deviation from expected non-interaction effect. (1) Drug 1: C1=C(C(=O)NC(=O)N1)F. Drug 2: CC1=C(C(=O)C2=C(C1=O)N3CC4C(C3(C2COC(=O)N)OC)N4)N. Cell line: SK-OV-3. Synergy scores: CSS=26.9, Synergy_ZIP=-1.05, Synergy_Bliss=2.23, Synergy_Loewe=4.04, Synergy_HSA=6.02. (2) Drug 1: CC1C(C(CC(O1)OC2CC(CC3=C2C(=C4C(=C3O)C(=O)C5=C(C4=O)C(=CC=C5)OC)O)(C(=O)C)O)N)O.Cl. Drug 2: CC1=C(C=C(C=C1)C(=O)NC2=CC(=CC(=C2)C(F)(F)F)N3C=C(N=C3)C)NC4=NC=CC(=N4)C5=CN=CC=C5. Cell line: A549. Synergy scores: CSS=22.4, Synergy_ZIP=5.03, Synergy_Bliss=5.60, Synergy_Loewe=-20.3, Synergy_HSA=3.98.